The task is: Predict the reaction yield, written as a fraction of the theoretical maximum amount of product (1.0 means a 100% yield; for example, 0.34 means a 34% yield).. This data is from Reaction yield outcomes from USPTO patents with 853,638 reactions. (1) The reactants are C([O:5][C:6]([N:8]1[CH2:13][CH2:12][N:11]([CH2:14][C:15]2[CH:20]=[CH:19][C:18]([C:21]3[NH:41][C:24]4=[N:25][CH:26]=[C:27]([Cl:40])[C:28]([NH:29][C@H:30]5[C@@H:35]([C:36](=[O:38])[NH2:37])[C@H:34]6[CH2:39][C@@H:31]5[CH:32]=[CH:33]6)=[C:23]4[N:22]=3)=[CH:17][CH:16]=2)[CH2:10][CH2:9]1)=O)(C)(C)C.[CH2:42](Cl)Cl.FC(F)(F)C(O)=O.C(OC(=O)C)(=O)C.C(N(CC)CC)C.C(N(CC)CC)C. The catalyst is C(Cl)Cl.C1COCC1. The product is [C:6]([N:8]1[CH2:13][CH2:12][N:11]([CH2:14][C:15]2[CH:20]=[CH:19][C:18]([C:21]3[NH:41][C:24]4=[N:25][CH:26]=[C:27]([Cl:40])[C:28]([NH:29][C@@H:30]5[C@@H:31]6[CH2:39][C@@H:34]([CH:33]=[CH:32]6)[C@@H:35]5[C:36]([NH2:37])=[O:38])=[C:23]4[N:22]=3)=[CH:17][CH:16]=2)[CH2:10][CH2:9]1)(=[O:5])[CH3:42]. The yield is 0.100. (2) The reactants are [CH3:1][O:2][C:3](=[O:16])[CH:4]([C:9]([CH2:14][CH3:15])([CH2:12][CH3:13])[CH2:10][CH3:11])C(OC)=O.[Li+].[Cl-].O. The catalyst is CS(C)=O. The product is [CH3:1][O:2][C:3](=[O:16])[CH2:4][C:9]([CH2:14][CH3:15])([CH2:12][CH3:13])[CH2:10][CH3:11]. The yield is 1.00. (3) The reactants are [CH2:1]([C@H:8]1[CH2:12][O:11][C:10](=[O:13])[N:9]1[C:14](=[O:19])[CH2:15][O:16][CH2:17][CH3:18])[C:2]1[CH:7]=[CH:6][CH:5]=[CH:4][CH:3]=1.FC(F)(F)S(O)(=O)=O.C(BCCCC)CCC.[CH:37]([C:39]1[CH:44]=[CH:43][C:42]([C:45]2[CH:50]=[CH:49][CH:48]=[C:47]([CH2:51][N:52]([CH3:61])[C:53](=[O:60])[C:54]3[CH:59]=[CH:58][CH:57]=[CH:56][CH:55]=3)[CH:46]=2)=[CH:41][CH:40]=1)=[O:38].OO. The catalyst is ClCCl.CO.O. The product is [CH2:1]([C@H:8]1[CH2:12][O:11][C:10](=[O:13])[N:9]1[C:14](=[O:19])[C@@H:15]([O:16][CH2:17][CH3:18])[C@@H:37]([C:39]1[CH:44]=[CH:43][C:42]([C:45]2[CH:50]=[CH:49][CH:48]=[C:47]([CH2:51][N:52]([CH3:61])[C:53](=[O:60])[C:54]3[CH:55]=[CH:56][CH:57]=[CH:58][CH:59]=3)[CH:46]=2)=[CH:41][CH:40]=1)[OH:38])[C:2]1[CH:3]=[CH:4][CH:5]=[CH:6][CH:7]=1. The yield is 0.480. (4) The reactants are [CH2:1]([N:8]1[CH2:13][CH2:12][C:11]([NH:17][C:18]2[CH:23]=[CH:22][CH:21]=[CH:20][CH:19]=2)([C:14](N)=O)[CH2:10][CH2:9]1)[C:2]1[CH:7]=[CH:6][CH:5]=[CH:4][CH:3]=1.[OH-:24].[K+].Cl.[OH-:27].[Na+:28]. The catalyst is O.CC(O)C.C(O)CO. The product is [CH2:1]([N:8]1[CH2:9][CH2:10][C:11]([NH:17][C:18]2[CH:23]=[CH:22][CH:21]=[CH:20][CH:19]=2)([C:14]([O-:27])=[O:24])[CH2:12][CH2:13]1)[C:2]1[CH:3]=[CH:4][CH:5]=[CH:6][CH:7]=1.[Na+:28]. The yield is 0.600. (5) The catalyst is CO.C(OCC)(=O)C. The yield is 0.770. The reactants are Cl.[NH2:2][C@H:3]1[C@H:8]2[CH2:9][C@H:5]([CH2:6][CH2:7]2)[C@H:4]1[C:10]([O:12][CH3:13])=[O:11].C([O-])(=O)C.[Na+].[F:19][C:20]1[CH:27]=[CH:26][C:23]([CH:24]=O)=[CH:22][C:21]=1[CH3:28].C([BH3-])#N.[Na+].C(=O)(O)[O-].[Na+]. The product is [F:19][C:20]1[CH:27]=[CH:26][C:23]([CH2:24][NH:2][C@H:3]2[C@H:8]3[CH2:9][C@H:5]([CH2:6][CH2:7]3)[C@H:4]2[C:10]([O:12][CH3:13])=[O:11])=[CH:22][C:21]=1[CH3:28]. (6) The reactants are [OH:1][C@@H:2]1[CH2:7][CH2:6][CH2:5][CH2:4][C@H:3]1[NH:8][C:9]1[S:10][C:11]2[CH:17]=[C:16]([CH2:18][N:19]3[C:23]4=[N:24][CH:25]=[C:26]([C:28](O)=[O:29])[CH:27]=[C:22]4[N:21]=[CH:20]3)[CH:15]=[CH:14][C:12]=2[N:13]=1.CN.F[P-](F)(F)(F)(F)F.[N:40]1(O[P+](N(C)C)(N(C)C)N(C)C)[C:44]2C=CC=CC=2N=N1. The catalyst is C1COCC1. The product is [OH:1][C@@H:2]1[CH2:7][CH2:6][CH2:5][CH2:4][C@H:3]1[NH:8][C:9]1[S:10][C:11]2[CH:17]=[C:16]([CH2:18][N:19]3[C:23]4=[N:24][CH:25]=[C:26]([C:28]([NH:40][CH3:44])=[O:29])[CH:27]=[C:22]4[N:21]=[CH:20]3)[CH:15]=[CH:14][C:12]=2[N:13]=1. The yield is 0.360. (7) The reactants are [Cl:1][C:2]1[CH:3]=[CH:4][C:5]([O:10][C:11]2[CH:16]=[CH:15][C:14]([O:17][CH2:18][CH2:19][OH:20])=[CH:13][CH:12]=2)=[C:6]([CH:9]=1)[CH:7]=[O:8].[C:21]([Si:25]([CH3:28])([CH3:27])Cl)([CH3:24])([CH3:23])[CH3:22].N1C=CN=C1. The catalyst is CN(C)C=O. The product is [C:21]([Si:25]([CH3:28])([CH3:27])[O:20][CH2:19][CH2:18][O:17][C:14]1[CH:15]=[CH:16][C:11]([O:10][C:5]2[CH:4]=[CH:3][C:2]([Cl:1])=[CH:9][C:6]=2[CH:7]=[O:8])=[CH:12][CH:13]=1)([CH3:24])([CH3:23])[CH3:22]. The yield is 0.900.